From a dataset of Forward reaction prediction with 1.9M reactions from USPTO patents (1976-2016). Predict the product of the given reaction. (1) Given the reactants Cl[C:2]1[CH:7]=[CH:6][C:5]([I:8])=[CH:4][N:3]=1.C(N(C(C)C)CC)(C)C.[NH:18]1[CH2:23][CH2:22][NH:21][CH2:20][CH2:19]1, predict the reaction product. The product is: [I:8][C:5]1[CH:6]=[CH:7][C:2]([N:18]2[CH2:23][CH2:22][NH:21][CH2:20][CH2:19]2)=[N:3][CH:4]=1. (2) Given the reactants [N:1]1([C:7]2[N:8]=[C:9]([CH2:14][C:15]([O-:17])=O)[NH:10][C:11](=[O:13])[CH:12]=2)[CH2:6][CH2:5][O:4][CH2:3][CH2:2]1.[Na+].[NH2:19][C:20]1[CH:21]=[C:22]([CH:27]=[CH:28][CH:29]=1)[O:23][CH2:24][CH2:25][OH:26].FC1C=C(F)C=CC=1N, predict the reaction product. The product is: [OH:26][CH2:25][CH2:24][O:23][C:22]1[CH:21]=[C:20]([NH:19][C:15](=[O:17])[CH2:14][C:9]2[NH:10][C:11](=[O:13])[CH:12]=[C:7]([N:1]3[CH2:2][CH2:3][O:4][CH2:5][CH2:6]3)[N:8]=2)[CH:29]=[CH:28][CH:27]=1. (3) Given the reactants [N:1]1[CH:2]=[CH:3][N:4]2[CH:9]=[CH:8][CH:7]=[C:6]([CH2:10][O:11][C:12]3[C:13]([CH:19]=[O:20])=[CH:14][C:15](=[O:18])[NH:16][CH:17]=3)[C:5]=12.Cl[C:22]([F:27])([F:26])C([O-])=O.[Na+], predict the reaction product. The product is: [F:26][CH:22]([F:27])[O:18][C:15]1[CH:14]=[C:13]([C:12]([O:11][CH2:10][C:6]2[C:5]3[N:4]([CH:3]=[CH:2][N:1]=3)[CH:9]=[CH:8][CH:7]=2)=[CH:17][N:16]=1)[CH:19]=[O:20].